Dataset: Full USPTO retrosynthesis dataset with 1.9M reactions from patents (1976-2016). Task: Predict the reactants needed to synthesize the given product. (1) Given the product [NH2:8][C:9]1[CH:14]=[C:13]([CH2:15][C@H:16]2[C:19](=[O:20])[N:18]([C:21]([NH:23][C@@H:24]([C:26]3[CH:31]=[CH:30][CH:29]=[CH:28][CH:27]=3)[CH3:25])=[O:22])[C@@H:17]2[C:32]([NH:34][S:35]([CH3:38])(=[O:37])=[O:36])=[O:33])[CH:12]=[CH:11][N:10]=1, predict the reactants needed to synthesize it. The reactants are: C(OC([N:8](C(OC(C)(C)C)=O)[C:9]1[CH:14]=[C:13]([CH2:15][C@H:16]2[C:19](=[O:20])[N:18]([C:21]([NH:23][C@@H:24]([C:26]3[CH:31]=[CH:30][CH:29]=[CH:28][CH:27]=3)[CH3:25])=[O:22])[C@@H:17]2[C:32]([NH:34][S:35]([CH3:38])(=[O:37])=[O:36])=[O:33])[CH:12]=[CH:11][N:10]=1)=O)(C)(C)C.C(O)(C(F)(F)F)=O. (2) Given the product [Cl:65][C:62]1[CH:63]=[CH:64][C:59]([CH2:58][N:17]2[C:16]3[CH:15]=[C:14]([C:21]4[C:22]([CH3:27])=[N:23][O:24][C:25]=4[CH3:26])[CH:13]=[C:12]([C:28]([NH:30][CH3:31])=[O:29])[C:11]=3[C:10]3[C:18]2=[CH:19][CH:20]=[C:8]([C:6]([N:4]2[CH2:5][C:2]([F:1])([F:32])[CH2:3]2)=[O:7])[CH:9]=3)=[CH:60][CH:61]=1, predict the reactants needed to synthesize it. The reactants are: [F:1][C:2]1([F:32])[CH2:5][N:4]([C:6]([C:8]2[CH:9]=[C:10]3[C:18](=[CH:19][CH:20]=2)[NH:17][C:16]2[CH:15]=[C:14]([C:21]4[C:22]([CH3:27])=[N:23][O:24][C:25]=4[CH3:26])[CH:13]=[C:12]([C:28]([NH:30][CH3:31])=[O:29])[C:11]3=2)=[O:7])[CH2:3]1.C(=O)([O-])[O-].[K+].[K+].C1OCCOCCOCCOCCOCCOC1.Br[CH2:58][C:59]1[CH:64]=[CH:63][C:62]([Cl:65])=[CH:61][CH:60]=1. (3) Given the product [NH2:1][C:2]1[C:10]([CH3:11])=[CH:9][C:8]([Br:12])=[CH:7][C:3]=1[C:4]([O:6][CH3:13])=[O:5], predict the reactants needed to synthesize it. The reactants are: [NH2:1][C:2]1[C:10]([CH3:11])=[CH:9][C:8]([Br:12])=[CH:7][C:3]=1[C:4]([OH:6])=[O:5].[C:13](=O)([O-])[O-].[Cs+].[Cs+].IC. (4) Given the product [C:1]([O:4][C:5]1[CH:6]=[C:7]2[C:12](=[CH:13][C:14]=1[O:15][CH3:16])[N:11]=[CH:10][N:9]=[C:8]2[NH:23][C:22]1[CH:24]=[CH:25][CH:26]=[C:20]([C:18]#[CH:19])[CH:21]=1)(=[O:3])[CH3:2], predict the reactants needed to synthesize it. The reactants are: [C:1]([O:4][C:5]1[CH:6]=[C:7]2[C:12](=[CH:13][C:14]=1[O:15][CH3:16])[N:11]=[CH:10][N:9]=[C:8]2Cl)(=[O:3])[CH3:2].[C:18]([C:20]1[CH:21]=[C:22]([CH:24]=[CH:25][CH:26]=1)[NH2:23])#[CH:19]. (5) Given the product [CH2:27]([O:26][C:24](=[O:25])[CH2:23][C:22]1[NH:13][C:12]2[CH:14]=[C:8]([N:5]3[CH2:6][CH2:7][N:2]([CH3:1])[CH2:3][CH2:4]3)[CH:9]=[CH:10][C:11]=2[N:15]=1)[CH3:28], predict the reactants needed to synthesize it. The reactants are: [CH3:1][N:2]1[CH2:7][CH2:6][N:5]([C:8]2[CH:9]=[CH:10][C:11]([N+:15]([O-])=O)=[C:12]([CH:14]=2)[NH2:13])[CH2:4][CH2:3]1.Cl.C(O[C:22](=N)[CH2:23][C:24]([O:26][CH2:27][CH3:28])=[O:25])C.[OH-].[Na+]. (6) The reactants are: [Cl:1][C:2]1[CH:7]=[CH:6][C:5]([C:8](=[O:11])[CH2:9][CH3:10])=[CH:4][CH:3]=1.[CH:12]1([Mg]Br)[CH2:14][CH2:13]1.C1(C(C2C=CC(Cl)=CC=2)(O)C)CC1. Given the product [CH:12]1([C:8]([C:5]2[CH:4]=[CH:3][C:2]([Cl:1])=[CH:7][CH:6]=2)([OH:11])[CH2:9][CH3:10])[CH2:14][CH2:13]1, predict the reactants needed to synthesize it. (7) Given the product [C:9]([C:13]1[CH:18]=[CH:17][C:16]([C:5](=[O:7])[CH3:6])=[CH:15][C:14]=1[OH:19])([CH3:12])([CH3:10])[CH3:11], predict the reactants needed to synthesize it. The reactants are: [Cl-].[Al+3].[Cl-].[Cl-].[C:5](Cl)(=[O:7])[CH3:6].[C:9]([C:13]1[CH:18]=[CH:17][CH:16]=[CH:15][C:14]=1[OH:19])([CH3:12])([CH3:11])[CH3:10].C(=O)([O-])[O-].[K+].[K+].Cl. (8) Given the product [NH2:27][C:23]1[CH2:22][O:21][CH2:20][C:19]([C:15]2[CH:14]=[C:13]([NH:12][C:6]3[C:5]4[C:9](=[CH:10][C:2]([Br:1])=[CH:3][CH:4]=4)[N:8]([CH3:11])[N:7]=3)[CH:18]=[CH:17][CH:16]=2)([CH3:26])[N:24]=1, predict the reactants needed to synthesize it. The reactants are: [Br:1][C:2]1[CH:10]=[C:9]2[C:5]([C:6]([NH:12][C:13]3[CH:14]=[C:15]([C:19]4([CH3:26])[NH:24][C:23](=S)[CH2:22][O:21][CH2:20]4)[CH:16]=[CH:17][CH:18]=3)=[N:7][N:8]2[CH3:11])=[CH:4][CH:3]=1.[NH4+:27].[OH-].C(OO)(C)(C)C. (9) Given the product [O:9]1[C:23](/[CH:22]=[CH:21]/[C:18]2[CH:19]=[CH:20][C:15]3[NH:14][C:13](=[O:27])[O:12][C:11]([CH3:28])([CH3:10])[C:16]=3[CH:17]=2)=[CH:7][CH:6]=[N:8]1, predict the reactants needed to synthesize it. The reactants are: C([Li])CCC.[CH:6](=[N:8][OH:9])[CH3:7].[CH3:10][C:11]1([CH3:28])[C:16]2[CH:17]=[C:18](/[CH:21]=[CH:22]/[C:23](OC)=O)[CH:19]=[CH:20][C:15]=2[NH:14][C:13](=[O:27])[O:12]1.OS(O)(=O)=O.[OH-].[Na+]. (10) The reactants are: [CH:1]1([CH:4]([C:6]2[C:14]3[C:9](=[N:10][CH:11]=[CH:12][CH:13]=3)[N:8]([S:15]([C:18]3[CH:23]=[CH:22][CH:21]=[CH:20][CH:19]=3)(=[O:17])=[O:16])[CH:7]=2)O)[CH2:3][CH2:2]1.C([SiH](CC)CC)C.C(O)(C(F)(F)F)=O. Given the product [CH:1]1([CH2:4][C:6]2[C:14]3[C:9](=[N:10][CH:11]=[CH:12][CH:13]=3)[N:8]([S:15]([C:18]3[CH:23]=[CH:22][CH:21]=[CH:20][CH:19]=3)(=[O:17])=[O:16])[CH:7]=2)[CH2:2][CH2:3]1, predict the reactants needed to synthesize it.